This data is from Forward reaction prediction with 1.9M reactions from USPTO patents (1976-2016). The task is: Predict the product of the given reaction. (1) Given the reactants [CH2:1]([O:3][C:4](=[O:21])[C:5]1[CH:10]=[C:9](Br)[C:8]([O:12][CH2:13][CH:14]2[CH2:16][CH2:15]2)=[N:7][C:6]=1[C:17]([F:20])([F:19])[F:18])[CH3:2].[Cl:22][C:23]1[CH:28]=[CH:27][C:26](B(O)O)=[CH:25][CH:24]=1.C(=O)([O-])[O-].[Na+].[Na+].O, predict the reaction product. The product is: [CH2:1]([O:3][C:4](=[O:21])[C:5]1[CH:10]=[C:9]([C:26]2[CH:27]=[CH:28][C:23]([Cl:22])=[CH:24][CH:25]=2)[C:8]([O:12][CH2:13][CH:14]2[CH2:16][CH2:15]2)=[N:7][C:6]=1[C:17]([F:20])([F:19])[F:18])[CH3:2]. (2) Given the reactants Cl[C:2](Cl)([O:4]C(=O)OC(Cl)(Cl)Cl)Cl.[NH2:13][C:14]1[C:15]([NH:20][CH:21]2[CH2:26][CH2:25][N:24]([C:27]([O:29][C:30]([CH3:33])([CH3:32])[CH3:31])=[O:28])[CH2:23][CH2:22]2)=[N:16][CH:17]=[CH:18][CH:19]=1.CCN(C(C)C)C(C)C.C([O-])(O)=O.[Na+], predict the reaction product. The product is: [O:4]=[C:2]1[N:20]([CH:21]2[CH2:26][CH2:25][N:24]([C:27]([O:29][C:30]([CH3:33])([CH3:32])[CH3:31])=[O:28])[CH2:23][CH2:22]2)[C:15]2=[N:16][CH:17]=[CH:18][CH:19]=[C:14]2[NH:13]1. (3) Given the reactants [O:1]([C:9]([F:12])([F:11])[F:10])S(C(F)(F)F)(=O)=O.[F-].[Rb+].O([CH2:23][CH2:24][CH2:25][Br:26])S(C(F)(F)F)(=O)=O, predict the reaction product. The product is: [Br:26][CH2:25][CH2:24][CH2:23][O:1][C:9]([F:12])([F:11])[F:10]. (4) Given the reactants C(Cl)C=C.C(O[SiH](OCC)OCC)C.[Cl:15][CH2:16][CH2:17][CH2:18][Si:19]([O:26][CH2:27]C)([O:23][CH2:24]C)[O:20][CH2:21]C.CO[SiH](OC)OC, predict the reaction product. The product is: [Cl:15][CH2:16][CH2:17][CH2:18][Si:19]([O:26][CH3:27])([O:20][CH3:21])[O:23][CH3:24].